From a dataset of Forward reaction prediction with 1.9M reactions from USPTO patents (1976-2016). Predict the product of the given reaction. The product is: [CH2:1]([O:9][C:10]1[CH:27]=[CH:26][C:25]2[C@@H:24]3[C@H:15]([C@H:16]4[C@@:20]([CH2:22][CH2:23]3)([CH3:21])[C:19](=[O:28])[CH2:18][CH2:17]4)[C@@H:14]([OH:29])[CH2:13][C:12]=2[CH:11]=1)[C:2]1[CH:7]=[CH:6][CH:5]=[CH:4][CH:3]=1. Given the reactants [CH2:1](Br)[C:2]1[CH:7]=[CH:6][CH:5]=[CH:4][CH:3]=1.[OH:9][C:10]1[CH:27]=[CH:26][C:25]2[C@@H:24]3[C@H:15]([C@H:16]4[C@@:20]([CH2:22][CH2:23]3)([CH3:21])[C:19](=[O:28])[CH2:18][CH2:17]4)[C@@H:14]([OH:29])[CH2:13][C:12]=2[CH:11]=1.[OH-].[Li+], predict the reaction product.